This data is from Reaction yield outcomes from USPTO patents with 853,638 reactions. The task is: Predict the reaction yield, written as a fraction of the theoretical maximum amount of product (1.0 means a 100% yield; for example, 0.34 means a 34% yield). (1) The reactants are [OH-].[Na+].[NH2:3][CH2:4][CH2:5][P:6](=[O:9])([OH:8])[OH:7].Cl[C:11]([O:13][CH2:14][C:15]1[CH:20]=[CH:19][CH:18]=[CH:17][CH:16]=1)=[O:12]. The catalyst is O. The product is [CH2:14]([O:13][C:11]([NH:3][CH2:4][CH2:5][P:6](=[O:8])([OH:7])[OH:9])=[O:12])[C:15]1[CH:20]=[CH:19][CH:18]=[CH:17][CH:16]=1. The yield is 0.700. (2) The reactants are [CH2:1]([N:8]1[CH2:12][CH:11]([N+:13]([O-])=O)[CH:10]([C:16]2[CH:21]=[CH:20][C:19]([Cl:22])=[C:18]([Cl:23])[CH:17]=2)[CH2:9]1)[C:2]1[CH:7]=[CH:6][CH:5]=[CH:4][CH:3]=1.O.O.Cl[Sn]Cl.C([O-])(O)=O.[Na+]. The catalyst is CCOC(C)=O. The product is [CH2:1]([N:8]1[CH2:9][CH:10]([C:16]2[CH:21]=[CH:20][C:19]([Cl:22])=[C:18]([Cl:23])[CH:17]=2)[CH:11]([NH2:13])[CH2:12]1)[C:2]1[CH:3]=[CH:4][CH:5]=[CH:6][CH:7]=1. The yield is 0.750. (3) The reactants are Cl[C:2]1[C:7]([C:8]2([C:12]#[N:13])[CH2:11][CH2:10][CH2:9]2)=[CH:6][CH:5]=[CH:4][N:3]=1.[S:14]1[C:18]2[CH:19]=[CH:20][CH:21]=[CH:22][C:17]=2[N:16]=[C:15]1[NH:23][C@H:24]1[CH2:27][C@H:26](N)[CH2:25]1.CC(C)([O-:32])C.[Na+]. The catalyst is [Pd](Cl)Cl. The product is [S:14]1[C:18]2[CH:19]=[CH:20][CH:21]=[CH:22][C:17]=2[N:16]=[C:15]1[NH:23][C@H:24]1[CH2:27][C@H:26]([N:13]2[C:2]3=[N:3][CH:4]=[CH:5][CH:6]=[C:7]3[C:8]3([CH2:11][CH2:10][CH2:9]3)[C:12]2=[O:32])[CH2:25]1. The yield is 0.300. (4) The reactants are [S:1](=[O:38])(=[O:37])([O:3][CH2:4][C@@H:5]1[CH2:9][C@@H:8]([O:10][C:11]2[CH:16]=[C:15]([NH:17][C@@H:18]3[C:26]4[C:21](=[CH:22][CH:23]=[CH:24][CH:25]=4)[CH2:20][C@@H:19]3[O:27][CH3:28])[N:14]=[CH:13][N:12]=2)[CH2:7][C@@H:6]1[O:29][Si](C(C)(C)C)(C)C)[NH2:2].F.N1C=CC=CC=1. The catalyst is N1C=CC=CC=1.C1COCC1. The product is [S:1](=[O:38])(=[O:37])([O:3][CH2:4][C@@H:5]1[CH2:9][C@@H:8]([O:10][C:11]2[CH:16]=[C:15]([NH:17][C@@H:18]3[C:26]4[C:21](=[CH:22][CH:23]=[CH:24][CH:25]=4)[CH2:20][C@@H:19]3[O:27][CH3:28])[N:14]=[CH:13][N:12]=2)[CH2:7][C@@H:6]1[OH:29])[NH2:2]. The yield is 0.520. (5) The yield is 0.790. The reactants are [F:1][C:2]([F:20])([F:19])[C:3](O)=[CH:4][C:5]([C:7]1[CH:17]=[CH:16][C:10]2[O:11][CH2:12][C:13](=[O:15])[NH:14][C:9]=2[CH:8]=1)=O.Cl.[CH2:22]([C:24]1[CH:29]=[CH:28][C:27]([NH:30][NH2:31])=[CH:26][CH:25]=1)[CH3:23]. No catalyst specified. The product is [CH2:22]([C:24]1[CH:29]=[CH:28][C:27]([N:30]2[C:5]([C:7]3[CH:17]=[CH:16][C:10]4[O:11][CH2:12][C:13](=[O:15])[NH:14][C:9]=4[CH:8]=3)=[CH:4][C:3]([C:2]([F:20])([F:19])[F:1])=[N:31]2)=[CH:26][CH:25]=1)[CH3:23]. (6) The reactants are [OH:1][CH2:2][C@H:3]1CC[CH2:5][N:4]1[CH2:8][C:9]1[S:13][CH:12]=[C:11]([C:14]2[CH:15]=[C:16]3[C:20](=[C:21]([C:23]([NH2:25])=[O:24])[CH:22]=2)[NH:19][CH:18]=[C:17]3[CH:26]2[CH2:31][CH2:30][N:29]([S:32]([CH:35]([CH3:37])[CH3:36])(=[O:34])=[O:33])[CH2:28][CH2:27]2)[CH:10]=1.N1CCC[C@@H]1CO. No catalyst specified. The product is [OH:1][CH2:2][CH2:3][N:4]([CH2:8][C:9]1[S:13][CH:12]=[C:11]([C:14]2[CH:15]=[C:16]3[C:20](=[C:21]([C:23]([NH2:25])=[O:24])[CH:22]=2)[NH:19][CH:18]=[C:17]3[CH:26]2[CH2:31][CH2:30][N:29]([S:32]([CH:35]([CH3:37])[CH3:36])(=[O:33])=[O:34])[CH2:28][CH2:27]2)[CH:10]=1)[CH3:5]. The yield is 0.519. (7) The reactants are [CH3:1][N:2]1[C:6]([C:7](=[O:24])[NH:8][C:9]2[CH:14]=[CH:13][N:12]3[N:15]=[C:16]([C:18]4[CH:23]=[CH:22][CH:21]=[CH:20][CH:19]=4)[N:17]=[C:11]3[CH:10]=2)=[C:5]([C:25](O)=[O:26])[CH:4]=[N:3]1.Cl.[CH3:29][O:30][CH:31]1[CH2:34][NH:33][CH2:32]1.C(N(C(C)C)CC)(C)C.CCCP(=O)=O. The catalyst is O1CCCC1. The product is [CH3:29][O:30][CH:31]1[CH2:34][N:33]([C:25]([C:5]2[CH:4]=[N:3][N:2]([CH3:1])[C:6]=2[C:7]([NH:8][C:9]2[CH:14]=[CH:13][N:12]3[N:15]=[C:16]([C:18]4[CH:19]=[CH:20][CH:21]=[CH:22][CH:23]=4)[N:17]=[C:11]3[CH:10]=2)=[O:24])=[O:26])[CH2:32]1. The yield is 0.666. (8) The reactants are C[O:2][C:3](=[O:24])[C:4]1[CH:9]=[C:8]([C:10]2[S:11][CH:12]=[C:13]([C:15]3[CH:20]=[CH:19][C:18]([Cl:21])=[C:17]([Cl:22])[CH:16]=3)[N:14]=2)[CH:7]=[CH:6][C:5]=1Br.[Cl:25][C:26]1[C:31]([Cl:32])=[CH:30][C:29]([Cl:33])=[CH:28][C:27]=1B(O)O. No catalyst specified. The product is [Cl:25][C:26]1[C:31]([Cl:32])=[CH:30][C:29]([Cl:33])=[CH:28][C:27]=1[C:5]1[C:4]([C:3]([OH:24])=[O:2])=[CH:9][C:8]([C:10]2[S:11][CH:12]=[C:13]([C:15]3[CH:20]=[CH:19][C:18]([Cl:21])=[C:17]([Cl:22])[CH:16]=3)[N:14]=2)=[CH:7][CH:6]=1. The yield is 0.0200.